From a dataset of Full USPTO retrosynthesis dataset with 1.9M reactions from patents (1976-2016). Predict the reactants needed to synthesize the given product. (1) Given the product [CH2:45]([N:44]1[C:43](=[O:53])[C:42]2[C:37](=[CH:38][CH:39]=[CH:40][CH:41]=2)[N:36]=[C:35]1[C:32]1[CH:33]=[CH:34][CH:29]=[CH:30][C:31]=1[CH3:2])[CH2:46][C:47]1[CH:48]=[CH:49][CH:50]=[CH:51][CH:52]=1, predict the reactants needed to synthesize it. The reactants are: O1C=CC=[C:2]1C1N(CCC2C=CC(OC)=CC=2)C(=O)C2C(=CC=CC=2)N=1.CO[C:29]1[CH:34]=[CH:33][C:32]([C:35]2[N:44]([CH2:45][CH2:46][C:47]3[CH:52]=[CH:51][CH:50]=[CH:49][CH:48]=3)[C:43](=[O:53])[C:42]3[C:37](=[CH:38][CH:39]=[CH:40][CH:41]=3)[N:36]=2)=[CH:31][CH:30]=1.ClC1C=C(C2N(CCC3C=CC=CC=3)C(=O)C3C(=CC=CC=3)N=2)C=CC=1.ClC1C=CC=CC=1C1N(CCC2C=CC=CC=2)C(=O)C2C(=CC=CC=2)N=1.C(N1C(=O)C2C(=CC=CC=2)N=C1C1SC=CC=1)CC1C=CC=CC=1. (2) Given the product [Cl:67][C:68]1[CH:81]=[CH:80][C:71]([C:72]([N:74]2[CH2:78][CH2:77][C@@H:76]([NH:79][C:2]3[CH:7]=[CH:6][C:5](/[CH:8]=[CH:9]/[C:10]([O:12][CH2:13][CH3:14])=[O:11])=[CH:4][CH:3]=3)[CH2:75]2)=[O:73])=[CH:70][CH:69]=1, predict the reactants needed to synthesize it. The reactants are: Br[C:2]1[CH:7]=[CH:6][C:5](/[CH:8]=[CH:9]/[C:10]([O:12][CH2:13][CH3:14])=[O:11])=[CH:4][CH:3]=1.C1C=CC(P(C2C=CC3C(=CC=CC=3)C=2C2C3C(=CC=CC=3)C=CC=2P(C2C=CC=CC=2)C2C=CC=CC=2)C2C=CC=CC=2)=CC=1.C(=O)([O-])[O-].[Cs+].[Cs+].[Cl:67][C:68]1[CH:81]=[CH:80][C:71]([C:72]([N:74]2[CH2:78][CH2:77][C@@H:76]([NH2:79])[CH2:75]2)=[O:73])=[CH:70][CH:69]=1.